Dataset: Experimentally validated miRNA-target interactions with 360,000+ pairs, plus equal number of negative samples. Task: Binary Classification. Given a miRNA mature sequence and a target amino acid sequence, predict their likelihood of interaction. (1) The miRNA is hsa-miR-548aq-3p with sequence CAAAAACUGCAAUUACUUUUGC. The protein sequence of the target gene is MAAIGVHLGCTSACVAVYKDGRAGVVANDAGDRVTPAVVAYSENEEIVGLAAKQSRIRNISNTVMKVKQILGRSSSDPQAQKYIAESKCLVIEKNGKLRYEIDTGEETKFVNPEDVARLIFSKMKETAHSVLGSDANDVVITVPFDFGEKQKNALGEAARAAGFNVLRLIHEPSAALLAYGIGQDSPTGKSNILVFKLGGTSLSLSVMEVNSGIYRVLSTNTDDNIGGAHFTETLAQYLASEFQRSFKHDVRGNARAMMKLTNSAEVAKHSLSTLGSANCFLDSLYEGQDFDCNVSRARF.... Result: 1 (interaction). (2) The miRNA is hsa-miR-146b-3p with sequence GCCCUGUGGACUCAGUUCUGGU. The protein sequence of the target gene is MLSSNDQKLEKLDSFYRPPVSKQRTSAEIISEARNALRTVRTQRPFTPREDQRKLFGPASSRSPENRPPSSFSLHASSFELSDSKPISGTRLRPLELKPKAPASPGTEDACLSFPKAPLDPAKIRKISGARARFYRAASQGMLLPDRSPPAAHSKTVDESSKPVSVGSSTARRNGTHLTASSATGQLKSPPLLTCDQGFQETTEQEVSLLSQLRRGGDPGKRRARASSCPSSSDLSRKETRAASRASSQEQETDTEVDEVFWKARIVPILHELENEEDIEEMCAACTQLHRTLEEARMLG.... Result: 0 (no interaction). (3) The miRNA is hsa-miR-26b-5p with sequence UUCAAGUAAUUCAGGAUAGGU. The protein sequence of the target gene is MAFRDVAVDFTQDEWRLLSPAQRTLYREVMLENYSNLVSLGISFSKPELITQLEQGKETWREEKKCSPATCPADPEPELYLDPFCPPGFSSQKFPMQHVLCNHPPWIFTCLCAEGNIQPGDPGPGDQEKQQQASEGRPWSDQAEGPEGEGAMPLFGRTKKRTLGAFSRPPQRQPVSSRNGLRGVELEASPAQSGNPEETDKLLKRIEVLGFGTVNCGECGLSFSKMTNLLSHQRIHSGEKPYVCGVCEKGFSLKKSLARHQKAHSGEKPIVCRECGRGFNRKSTLIIHERTHSGEKPYMC.... Result: 1 (interaction). (4) The miRNA is hsa-miR-4306 with sequence UGGAGAGAAAGGCAGUA. The protein sequence of the target gene is MTDTAEAVPKFEEMFASRFTENDKEYQEYLKRPPESPPIVEEWNSRAGGNQRNRGNRLQDNRQFRGRDNRWGWPSDNRSNQWHGRSWGNNYPQHRQEPYYPQQYGHYGYNQRPPYGYY. Result: 1 (interaction). (5) The miRNA is hsa-miR-7974 with sequence AGGCUGUGAUGCUCUCCUGAGCCC. The protein sequence of the target gene is MATRIPFTESQWEELENQALVFKYLAANMPVPPHLLFLIKRPFLFSSSSSSSSSSSFFSPTLSPHFGWNVYEMGMGRKIDAEPGRCRRTDGKKWRCSKEAYPDSKYCERHMHRGKNRSSSRKPPPTQFTPNLFLDSSSRRRRSGYMDDFFSIEPSGSIKSCSGSAMEDNDDGSCRGINNEEKQPDRHCFILGTDLRTRERPLMLEEKLKQRDHDNEEEQGSKRFYRFLDEWPSSKSSVSTSLFI. Result: 0 (no interaction).